This data is from Full USPTO retrosynthesis dataset with 1.9M reactions from patents (1976-2016). The task is: Predict the reactants needed to synthesize the given product. (1) Given the product [CH3:1][CH2:2][CH2:3][C:4]1[C:5]2[N:14]=[C:13]([C:15]3[CH:16]=[C:17]([S:24]([N:27]4[CH2:32][CH2:31][N:30]([CH3:33])[CH2:29][CH2:28]4)(=[O:25])=[O:26])[CH:18]=[CH:19][C:20]=3[O:21][CH2:22][CH3:23])[NH:12][C:10](=[O:11])[C:6]=2[N:7]([CH3:9])[N:8]=1.[C:34]([O-:37])(=[O:36])[CH3:35], predict the reactants needed to synthesize it. The reactants are: [CH3:1][CH2:2][CH2:3][C:4]1[C:5]2[N:14]=[C:13]([C:15]3[CH:16]=[C:17]([S:24]([N:27]4[CH2:32][CH2:31][N:30]([CH3:33])[CH2:29][CH2:28]4)(=[O:26])=[O:25])[CH:18]=[CH:19][C:20]=3[O:21][CH2:22][CH3:23])[NH:12][C:10](=[O:11])[C:6]=2[N:7]([CH3:9])[N:8]=1.[C:34]([O-:37])(=[O:36])[CH3:35].[Na+].[Cl-]. (2) Given the product [C:1]([N:45]=[C:41]([NH:42][CH3:43])[NH:40][CH2:39][C:33]1[C:34]([CH3:38])=[CH:35][C:36]([CH3:37])=[C:31]([CH2:30][NH:29][C:28]([NH:47][CH3:7])=[N:27][C:25]#[N:26])[C:32]=1[CH3:46])#[N:2], predict the reactants needed to synthesize it. The reactants are: [CH3:1][NH2:2].S([C:7]1C=CC(C)=CC=1)(O)(=O)=O.S(C1C=CC(C)=CC=1)(O)(=O)=O.[C:25]([N:27]=[C:28]([NH2:47])[NH:29][CH2:30][C:31]1[C:36]([CH3:37])=[CH:35][C:34]([CH3:38])=[C:33]([CH2:39][NH:40][C:41]([NH2:45])=[N:42][C:43]#N)[C:32]=1[CH3:46])#[N:26].